Dataset: M1 muscarinic receptor agonist screen with 61,833 compounds. Task: Binary Classification. Given a drug SMILES string, predict its activity (active/inactive) in a high-throughput screening assay against a specified biological target. (1) The drug is S(Cn1nnc2c(c1=O)cccc2)c1nn2c(cc(nc2n1)C)C. The result is 0 (inactive). (2) The molecule is O=C1N(C(Nc2c(OCC)cccc2)c2c1cccc2)c1cccnc1. The result is 0 (inactive). (3) The molecule is O(CCCC)C(=O)c1ccc(NC(=O)c2nccnc2)cc1. The result is 0 (inactive).